From a dataset of Forward reaction prediction with 1.9M reactions from USPTO patents (1976-2016). Predict the product of the given reaction. (1) Given the reactants [CH:1]1([C:4]2[CH:5]=[CH:6][C:7]([C:15]([OH:17])=O)=[N:8][C:9]=2[O:10][CH2:11][CH:12]2[CH2:14][CH2:13]2)[CH2:3][CH2:2]1.Cl.[CH3:19][C:20]([O:23][C:24](=[O:31])[C@H:25]([CH2:27][CH:28]([CH3:30])[CH3:29])[NH2:26])([CH3:22])[CH3:21], predict the reaction product. The product is: [C:20]([O:23][C:24](=[O:31])[C@@H:25]([NH:26][C:15]([C:7]1[CH:6]=[CH:5][C:4]([CH:1]2[CH2:2][CH2:3]2)=[C:9]([O:10][CH2:11][CH:12]2[CH2:13][CH2:14]2)[N:8]=1)=[O:17])[CH2:27][CH:28]([CH3:29])[CH3:30])([CH3:21])([CH3:19])[CH3:22]. (2) Given the reactants C([O:3][C:4]([C:6]1([NH:15][C:16]([C:18]2[C:27]3[O:26][CH2:25][CH2:24][O:23][C:22]=3[CH:21]=[CH:20][CH:19]=2)=[O:17])[CH2:14][C:13]2[C:8](=[CH:9][CH:10]=[CH:11][CH:12]=2)[CH2:7]1)=[O:5])C.[OH-].[K+].O, predict the reaction product. The product is: [O:23]1[C:22]2[CH:21]=[CH:20][CH:19]=[C:18]([C:16]([NH:15][C:6]3([C:4]([OH:5])=[O:3])[CH2:7][C:8]4[C:13](=[CH:12][CH:11]=[CH:10][CH:9]=4)[CH2:14]3)=[O:17])[C:27]=2[O:26][CH2:25][CH2:24]1. (3) Given the reactants [BH4-].[Na+].[CH:3]([CH:5]1[CH2:7][CH:6]1[C:8]1[CH:15]=[CH:14][CH:13]=[CH:12][C:9]=1[C:10]#[N:11])=[O:4], predict the reaction product. The product is: [OH:4][CH2:3][CH:5]1[CH2:7][CH:6]1[C:8]1[CH:15]=[CH:14][CH:13]=[CH:12][C:9]=1[C:10]#[N:11]. (4) The product is: [OH:2][CH2:3][C:5]1[CH:10]=[CH:9][NH:8][C:7](=[O:11])[CH:6]=1. Given the reactants C[O:2][C:3]([C:5]1[CH:10]=[CH:9][NH:8][C:7](=[O:11])[CH:6]=1)=O.CN(C=O)C.[Li+].[BH4-].CO, predict the reaction product. (5) The product is: [C:19]([O:23][C:24]([N:26]1[CH2:31][CH2:30][N:29]([C:32]2[CH:33]=[N:34][C:35]([NH:38][C:39]3[N:40]=[CH:41][C:42]4[CH:48]=[C:47]([C:6](=[O:8])[CH3:7])[C:46](=[O:50])[N:45]([CH:51]5[CH2:55][CH2:54][CH2:53][CH2:52]5)[C:43]=4[N:44]=3)=[CH:36][CH:37]=2)[CH2:28][CH2:27]1)=[O:25])([CH3:22])([CH3:21])[CH3:20]. Given the reactants C([Sn](CCCC)(CCCC)[C:6]([O:8]CC)=[CH2:7])CCC.[C:19]([O:23][C:24]([N:26]1[CH2:31][CH2:30][N:29]([C:32]2[CH:33]=[N:34][C:35]([NH:38][C:39]3[N:40]=[CH:41][C:42]4[CH:48]=[C:47](Br)[C:46](=[O:50])[N:45]([CH:51]5[CH2:55][CH2:54][CH2:53][CH2:52]5)[C:43]=4[N:44]=3)=[CH:36][CH:37]=2)[CH2:28][CH2:27]1)=[O:25])([CH3:22])([CH3:21])[CH3:20], predict the reaction product.